This data is from Full USPTO retrosynthesis dataset with 1.9M reactions from patents (1976-2016). The task is: Predict the reactants needed to synthesize the given product. (1) Given the product [CH2:1]([O:3][C:4]([C:6]1[S:10][C:9]([NH:11][C:21]([O:20][C:17]([CH3:19])([CH3:18])[CH3:16])=[O:22])=[N:8][C:7]=1[C:12]([F:14])([F:15])[F:13])=[O:5])[CH3:2], predict the reactants needed to synthesize it. The reactants are: [CH2:1]([O:3][C:4]([C:6]1[S:10][C:9]([NH2:11])=[N:8][C:7]=1[C:12]([F:15])([F:14])[F:13])=[O:5])[CH3:2].[CH3:16][C:17]([O:20][C:21](O[C:21]([O:20][C:17]([CH3:19])([CH3:18])[CH3:16])=[O:22])=[O:22])([CH3:19])[CH3:18]. (2) The reactants are: Br[C:2]1[CH:3]=[C:4]([NH:8][S:9]([C:12]2[CH:17]=[CH:16][C:15]([CH3:18])=[CH:14][CH:13]=2)(=[O:11])=[O:10])[CH:5]=[N:6][CH:7]=1.CC1(C)C(C)(C)OB([C:27]2[CH:39]=[CH:38][C:30]3[N:31]=[C:32]([NH:34][C:35](=[O:37])[CH3:36])[S:33][C:29]=3[CH:28]=2)O1.C(=O)([O-])[O-].[Na+].[Na+]. Given the product [CH3:18][C:15]1[CH:16]=[CH:17][C:12]([S:9]([NH:8][C:4]2[CH:3]=[C:2]([C:27]3[CH:39]=[CH:38][C:30]4[N:31]=[C:32]([NH:34][C:35](=[O:37])[CH3:36])[S:33][C:29]=4[CH:28]=3)[CH:7]=[N:6][CH:5]=2)(=[O:11])=[O:10])=[CH:13][CH:14]=1, predict the reactants needed to synthesize it. (3) Given the product [Cl:27][C:24]1[CH:25]=[CH:26][C:21]([CH:15]2[N:14]([C:29]3[CH:34]=[CH:33][C:52](=[O:77])[N:51]([CH2:50][CH3:55])[CH:30]=3)[C:13](=[O:37])[NH:12][C:11]3=[N:10][N:9]([C:7]4[CH:8]=[CH:3][CH:4]=[CH:5][C:6]=4[O:38][CH3:39])[C:17]([CH:18]([CH3:19])[CH3:20])=[C:16]23)=[C:22]([CH3:28])[CH:23]=1, predict the reactants needed to synthesize it. The reactants are: NC[C:3]1[CH:4]=[CH:5][C:6]([O:38][CH3:39])=[C:7]([N:9]2[C:17]([CH:18]([CH3:20])[CH3:19])=[C:16]3[C:11]([NH:12][C:13](=[O:37])[N:14]([C:29]4[CH:34]=[C:33](Cl)C=C[C:30]=4C)[CH:15]3[C:21]3[CH:26]=[CH:25][C:24]([Cl:27])=[CH:23][C:22]=3[CH3:28])=[N:10]2)[CH:8]=1.NCC1C=CC(OC)=C(N2C(C(C)C)=[C:55]3[C:50]([NH:51][C:52](=[O:77])N(C4C=C(Cl)C(=O)N(C)C=4)C3C3C=CC(Cl)=CC=3C)=N2)C=1.ClC1C(=O)N(C)C=C(N2C(C3C=CC(Cl)=CC=3C)C3=C(C(C)C)N(C4C(OC)=NC(OC)=NC=4)N=C3NC2=O)C=1.ClC1C=C(N2C(C3C=CC(Cl)=CC=3C)C3=C(C(C)C)N(C4C(OC)=NC(OC)=NC=4)N=C3NC2=O)C(=O)N(C)C=1. (4) Given the product [C:1]([O:5][C:6]([N:8]1[CH2:13][CH2:12][O:11][CH:10]([C:14]2[CH:19]=[CH:18][C:17]([NH2:20])=[C:16]([F:34])[CH:15]=2)[CH2:9]1)=[O:7])([CH3:4])([CH3:2])[CH3:3], predict the reactants needed to synthesize it. The reactants are: [C:1]([O:5][C:6]([N:8]1[CH2:13][CH2:12][O:11][CH:10]([C:14]2[CH:19]=[CH:18][C:17]([N:20]=C(C3C=CC=CC=3)C3C=CC=CC=3)=[C:16]([F:34])[CH:15]=2)[CH2:9]1)=[O:7])([CH3:4])([CH3:3])[CH3:2].C([O-])=O.[NH4+]. (5) Given the product [F:29][C:30]1[C:35]([F:36])=[C:34]([F:37])[C:33]([F:38])=[C:32]([F:39])[C:31]=1[O:40][P:1]([NH:12][C@@H:13]([CH3:21])[C:14]([O:16][CH2:17][CH2:18][CH2:19][CH3:20])=[O:15])([O:3][C:4]1[CH:9]=[CH:8][CH:7]=[CH:6][CH:5]=1)=[O:2], predict the reactants needed to synthesize it. The reactants are: [P:1](Cl)(Cl)([O:3][C:4]1[CH:9]=[CH:8][CH:7]=[CH:6][CH:5]=1)=[O:2].[NH2:12][C@@H:13]([CH3:21])[C:14]([O:16][CH2:17][CH2:18][CH2:19][CH3:20])=[O:15].CCN(CC)CC.[F:29][C:30]1[C:35]([F:36])=[C:34]([F:37])[C:33]([F:38])=[C:32]([F:39])[C:31]=1[OH:40].